Predict the reaction yield, written as a fraction of the theoretical maximum amount of product (1.0 means a 100% yield; for example, 0.34 means a 34% yield). From a dataset of Reaction yield outcomes from USPTO patents with 853,638 reactions. (1) The reactants are [CH:1]1([C:4]2[C:8]([CH:9](O)[CH2:10][CH:11]([CH3:13])[CH3:12])=[CH:7][N:6]([C:15]3[CH:20]=[CH:19][C:18]([O:21][CH3:22])=[CH:17][CH:16]=3)[N:5]=2)[CH2:3][CH2:2]1.[NH2:23][C:24]1[CH:29]=[CH:28][C:27]([C:30]([NH:32][CH2:33][CH2:34][C:35]([O:37]CC)=[O:36])=[O:31])=[CH:26][CH:25]=1. No catalyst specified. The product is [CH:1]1([C:4]2[C:8]([CH:9]([NH:23][C:24]3[CH:25]=[CH:26][C:27]([C:30]([NH:32][CH2:33][CH2:34][C:35]([OH:37])=[O:36])=[O:31])=[CH:28][CH:29]=3)[CH2:10][CH:11]([CH3:13])[CH3:12])=[CH:7][N:6]([C:15]3[CH:20]=[CH:19][C:18]([O:21][CH3:22])=[CH:17][CH:16]=3)[N:5]=2)[CH2:3][CH2:2]1. The yield is 0.0300. (2) The reactants are [CH2:1]([N:8]1[CH2:12][CH:11]([N+:13]([O-])=O)[CH:10]([C:16]2[CH:21]=[CH:20][C:19]([Cl:22])=[C:18]([Cl:23])[CH:17]=2)[CH2:9]1)[C:2]1[CH:7]=[CH:6][CH:5]=[CH:4][CH:3]=1.O.O.Cl[Sn]Cl.C([O-])(O)=O.[Na+]. The catalyst is CCOC(C)=O. The product is [CH2:1]([N:8]1[CH2:9][CH:10]([C:16]2[CH:21]=[CH:20][C:19]([Cl:22])=[C:18]([Cl:23])[CH:17]=2)[CH:11]([NH2:13])[CH2:12]1)[C:2]1[CH:3]=[CH:4][CH:5]=[CH:6][CH:7]=1. The yield is 0.750. (3) The reactants are [Na].[CH2:2]([O:4][CH:5]([O:8][CH2:9][CH3:10])[C:6]#[N:7])[CH3:3].[CH3:11][O-:12].[Na+]. The catalyst is CO. The product is [CH2:2]([O:4][CH:5]([O:8][CH2:9][CH3:10])[C:6](=[NH:7])[O:12][CH3:11])[CH3:3]. The yield is 0.680. (4) The reactants are [CH3:1][O:2][C:3]1[C:10]([C:11]2[S:12][CH:13]=[CH:14][CH:15]=2)=[CH:9][C:6]([CH:7]=O)=[C:5]([O:16][CH2:17][CH2:18][N:19]2[CH2:24][CH2:23][O:22][CH2:21][CH2:20]2)[CH:4]=1.[C:25]([C:28]1[CH:36]=[CH:35][C:31]([C:32]([OH:34])=[O:33])=[CH:30][CH:29]=1)(=[O:27])[CH3:26].C[O-].[Li+].[ClH:40]. The catalyst is CN(C)C=O.CO.O. The product is [ClH:40].[CH3:1][O:2][C:3]1[C:10]([C:11]2[S:12][CH:13]=[CH:14][CH:15]=2)=[CH:9][C:6](/[CH:7]=[CH:26]/[C:25]([C:28]2[CH:36]=[CH:35][C:31]([C:32]([OH:34])=[O:33])=[CH:30][CH:29]=2)=[O:27])=[C:5]([O:16][CH2:17][CH2:18][N:19]2[CH2:24][CH2:23][O:22][CH2:21][CH2:20]2)[CH:4]=1. The yield is 0.980. (5) The reactants are Br[C:2]1[CH:7]=[C:6]([CH2:8][NH:9][C:10]2[CH:28]=[CH:27][CH:26]=[CH:25][C:11]=2[C:12]([NH:14][C:15]2[CH:20]=[CH:19][CH:18]=[C:17]([C:21]([F:24])([F:23])[F:22])[CH:16]=2)=[O:13])[CH:5]=[CH:4][N:3]=1.[CH3:29][S:30](N)(=[O:32])=[O:31].P([O-])([O-])([O-])=O.[K+].[K+].[K+].C(N)C[NH2:44]. The catalyst is O.[Cu]I.O1CCOCC1. The product is [CH3:29][S:30]([C:2]1[CH:7]=[C:6]([CH:8]([NH:9][C:10]2[CH:28]=[CH:27][CH:26]=[CH:25][C:11]=2[C:12]([NH:14][C:15]2[CH:20]=[CH:19][CH:18]=[C:17]([C:21]([F:24])([F:23])[F:22])[CH:16]=2)=[O:13])[NH2:44])[CH:5]=[CH:4][N:3]=1)(=[O:32])=[O:31]. The yield is 0.260. (6) The reactants are [C:1]([NH:9][C:10]1[CH:15]=[CH:14][NH:13][C:12](=[O:16])[N:11]=1)(=[O:8])[C:2]1[CH:7]=[CH:6][CH:5]=[CH:4][CH:3]=1.C/C(/O[Si](C)(C)C)=N\[Si](C)(C)C.C(O[CH:33]1[O:46][C@:45]([CH3:57])([CH2:47][O:48][C:49](=[O:56])[C:50]2[CH:55]=[CH:54][CH:53]=[CH:52][CH:51]=2)[C@@H:35]([O:36][C:37](=[O:44])[C:38]2[CH:43]=[CH:42][CH:41]=[CH:40][CH:39]=2)[C@@H:34]1[F:58])(=O)C. The catalyst is CC#N.C(Cl)CCl. The product is [C:1]([NH:9][C:10]1[CH:15]=[CH:14][N:13]([C@@H:33]2[O:46][C@:45]([CH3:57])([CH2:47][O:48][C:49](=[O:56])[C:50]3[CH:55]=[CH:54][CH:53]=[CH:52][CH:51]=3)[C@@H:35]([O:36][C:37](=[O:44])[C:38]3[CH:43]=[CH:42][CH:41]=[CH:40][CH:39]=3)[C@@H:34]2[F:58])[C:12](=[O:16])[N:11]=1)(=[O:8])[C:2]1[CH:7]=[CH:6][CH:5]=[CH:4][CH:3]=1. The yield is 0.480. (7) The reactants are C([C:3]1[CH:8]=[CH:7][C:6]([S:9]([F:14])([F:13])([F:12])([F:11])[F:10])=[CH:5][C:4]=1C)#N.[OH-:16].[Na+].[CH2:18]([OH:21])[CH2:19]O. The catalyst is CCOCC.O. The product is [CH3:3][C:4]1[CH:5]=[C:6]([S:9]([F:14])([F:13])([F:12])([F:11])[F:10])[CH:7]=[CH:8][C:19]=1[C:18]([OH:21])=[O:16]. The yield is 0.930.